From a dataset of Forward reaction prediction with 1.9M reactions from USPTO patents (1976-2016). Predict the product of the given reaction. (1) Given the reactants [N:1]1([CH2:7][CH2:8][O:9][C:10]2[CH:11]=[C:12]3[C:16](=[CH:17][CH:18]=2)[NH:15][C:14]([C:19]2[C:20](=[O:29])[NH:21][C:22]4[C:27]([CH:28]=2)=[CH:26][CH:25]=[CH:24][CH:23]=4)=[CH:13]3)[CH2:6][CH2:5][CH2:4][CH2:3]C1.Cl.ClCCN1CCCC1.C(=O)([O-])[O-].[Cs+].[Cs+], predict the reaction product. The product is: [N:1]1([CH2:7][CH2:8][O:9][C:10]2[CH:11]=[C:12]3[C:16](=[CH:17][CH:18]=2)[NH:15][C:14]([C:19]2[C:20](=[O:29])[NH:21][C:22]4[C:27]([CH:28]=2)=[CH:26][CH:25]=[CH:24][CH:23]=4)=[CH:13]3)[CH2:3][CH2:4][CH2:5][CH2:6]1. (2) Given the reactants [CH2:1]([O:8][NH:9][C@H:10]1[CH2:14][NH:13][C@H:12]([C:15]([O:17][CH2:18][CH:19]=[CH2:20])=[O:16])[CH2:11]1)[C:2]1[CH:7]=[CH:6][CH:5]=[CH:4][CH:3]=1.[C:21](O[C:21]([O:23][C:24]([CH3:27])([CH3:26])[CH3:25])=[O:22])([O:23][C:24]([CH3:27])([CH3:26])[CH3:25])=[O:22], predict the reaction product. The product is: [CH2:1]([O:8][NH:9][C@H:10]1[CH2:14][N:13]([C:21]([O:23][C:24]([CH3:27])([CH3:26])[CH3:25])=[O:22])[C@H:12]([C:15]([O:17][CH2:18][CH:19]=[CH2:20])=[O:16])[CH2:11]1)[C:2]1[CH:3]=[CH:4][CH:5]=[CH:6][CH:7]=1. (3) Given the reactants [NH:1]1[C:9]2[C:4](=[CH:5][C:6]([NH:10][CH:11]3[CH2:16][CH2:15][C:14](=O)[CH2:13][CH2:12]3)=[CH:7][CH:8]=2)[CH:3]=[N:2]1.[CH2:18]([NH2:20])[CH3:19].C(O[BH-](OC(=O)C)OC(=O)C)(=O)C.[Na+].Cl.CO, predict the reaction product. The product is: [CH2:18]([NH:20][CH:14]1[CH2:15][CH2:16][CH:11]([NH:10][C:6]2[CH:5]=[C:4]3[C:9](=[CH:8][CH:7]=2)[NH:1][N:2]=[CH:3]3)[CH2:12][CH2:13]1)[CH3:19]. (4) Given the reactants C([C:8]1[C:17](=[O:18])[C:16]2[C:11](=[CH:12][C:13]([Cl:19])=[CH:14][CH:15]=2)[O:10][C:9]=1[CH:20]([NH:24][CH2:25][CH2:26][NH:27][C:28](=O)[C:29]1[CH:34]=[CH:33][C:32]([CH3:35])=[CH:31][CH:30]=1)[CH:21]([CH3:23])[CH3:22])C1C=CC=CC=1.P(Cl)(Cl)(Cl)=O.[C:42]1([CH3:48])[CH:47]=[CH:46][CH:45]=[CH:44][CH:43]=1, predict the reaction product. The product is: [CH2:48]([C:8]1[C:17](=[O:18])[C:16]2[C:11](=[CH:12][C:13]([Cl:19])=[CH:14][CH:15]=2)[O:10][C:9]=1[CH:20]([N:24]1[CH2:25][CH2:26][N:27]=[C:28]1[C:29]1[CH:34]=[CH:33][C:32]([CH3:35])=[CH:31][CH:30]=1)[CH:21]([CH3:23])[CH3:22])[C:42]1[CH:47]=[CH:46][CH:45]=[CH:44][CH:43]=1. (5) Given the reactants [N:1]1[CH:6]=[CH:5][CH:4]=[C:3]([CH2:7][NH2:8])[CH:2]=1.Cl[C:10]1[CH:17]=[CH:16][C:13]([C:14]#[N:15])=[CH:12][N:11]=1.C(=O)([O-])[O-].[K+].[K+], predict the reaction product. The product is: [N:1]1[CH:6]=[CH:5][CH:4]=[C:3]([CH2:7][NH:8][C:10]2[CH:17]=[CH:16][C:13]([C:14]#[N:15])=[CH:12][N:11]=2)[CH:2]=1. (6) Given the reactants [CH3:1][O:2][C:3]1[CH:30]=[C:29]([O:31][CH3:32])[CH:28]=[CH:27][C:4]=1[CH2:5][N:6]1[C:16](=[O:17])[C:15]2[N:18]3[C:8](=[C:9]([C:19]4[CH:26]=[CH:25][C:22]([CH:23]=O)=[CH:21][CH:20]=4)[N:10]=[C:11]3[CH:12]=[CH:13][CH:14]=2)[CH2:7]1.[NH:33](C)[CH3:34].Cl.[BH3-]C#N.[Na+], predict the reaction product. The product is: [CH3:1][O:2][C:3]1[CH:30]=[C:29]([O:31][CH3:32])[CH:28]=[CH:27][C:4]=1[CH2:5][N:6]1[C:16](=[O:17])[C:15]2[N:18]3[C:8](=[C:9]([C:19]4[CH:20]=[CH:21][C:22]([CH2:23][NH:33][CH3:34])=[CH:25][CH:26]=4)[N:10]=[C:11]3[CH:12]=[CH:13][CH:14]=2)[CH2:7]1. (7) Given the reactants [Cl:1][C:2]1[CH:3]=[C:4]([CH:8]2[CH2:10][O:9]2)[CH:5]=[CH:6][CH:7]=1.[CH3:11][NH2:12], predict the reaction product. The product is: [Cl:1][C:2]1[CH:3]=[C:4]([CH:8]([OH:9])[CH2:10][NH:12][CH3:11])[CH:5]=[CH:6][CH:7]=1. (8) Given the reactants C([N:4]1[CH:23]([C:24]2[CH:25]=[C:26]3[C:31](=[CH:32][CH:33]=2)[C:30](=[O:34])[O:29][C@H:28]([CH3:35])[CH2:27]3)[CH2:22][N:7]2[CH2:8][CH2:9][N:10]([C:12]([O:14][CH2:15][C:16]3[CH:21]=[CH:20][CH:19]=[CH:18][CH:17]=3)=[O:13])[CH2:11][C@H:6]2[CH2:5]1)C=C.CN1C(=O)CC(=O)N(C)C1=O.[C:55](O[C:55]([O:57][C:58]([CH3:61])([CH3:60])[CH3:59])=[O:56])([O:57][C:58]([CH3:61])([CH3:60])[CH3:59])=[O:56].C(N(CC)CC)C, predict the reaction product. The product is: [CH3:35][C@@H:28]1[CH2:27][C:26]2[C:31](=[CH:32][CH:33]=[C:24]([C@H:23]3[CH2:22][N:7]4[CH2:8][CH2:9][N:10]([C:12]([O:14][CH2:15][C:16]5[CH:17]=[CH:18][CH:19]=[CH:20][CH:21]=5)=[O:13])[CH2:11][C@H:6]4[CH2:5][N:4]3[C:55]([O:57][C:58]([CH3:59])([CH3:60])[CH3:61])=[O:56])[CH:25]=2)[C:30](=[O:34])[O:29]1. (9) Given the reactants Br[C:2]1[C:15]2[C:6](=[N:7][C:8]3[C:13]([C:14]=2[O:16][C:17]2[CH:22]=[CH:21][C:20]([NH:23][C:24](=[O:26])[CH3:25])=[CH:19][CH:18]=2)=[CH:12][CH:11]=[CH:10][CH:9]=3)[CH:5]=[CH:4][CH:3]=1.N(C(C)(C)C#N)=NC(C)(C)C#N.C([SnH](CCCC)CCCC)CCC, predict the reaction product. The product is: [CH:22]1[C:17]2[O:16][C:14]3[C:15]4[C:6]([N:7]=[C:8]5[C:13]=3[CH:12]=[CH:11][CH:10]=[CH:9]5)=[CH:5][CH:4]=[CH:3][C:2]=4[C:18]=2[CH:19]=[C:20]([NH:23][C:24](=[O:26])[CH3:25])[CH:21]=1.